This data is from Full USPTO retrosynthesis dataset with 1.9M reactions from patents (1976-2016). The task is: Predict the reactants needed to synthesize the given product. (1) Given the product [Br:10][C:3]1[CH:5]=[CH:6][CH:7]=[C:8]([Cl:9])[C:2]=1[Cl:1], predict the reactants needed to synthesize it. The reactants are: [Cl:1][C:2]1[C:8]([Cl:9])=[CH:7][CH:6]=[CH:5][C:3]=1N.[BrH:10].N([O-])=O.[Na+]. (2) Given the product [Cl:3][C:4]1[CH:29]=[C:28]([Cl:30])[CH:27]=[CH:26][C:5]=1[C:6]([NH:8][C:9]1[CH:18]=[CH:17][C:16]([O:19][CH2:20][C:21]2[S:22][CH:23]=[CH:24][CH:25]=2)=[CH:15][C:10]=1[C:11]([O-:13])=[O:12])=[O:7].[Li+:2], predict the reactants needed to synthesize it. The reactants are: [OH-].[Li+:2].[Cl:3][C:4]1[CH:29]=[C:28]([Cl:30])[CH:27]=[CH:26][C:5]=1[C:6]([NH:8][C:9]1[CH:18]=[CH:17][C:16]([O:19][CH2:20][C:21]2[S:22][CH:23]=[CH:24][CH:25]=2)=[CH:15][C:10]=1[C:11]([O:13]C)=[O:12])=[O:7]. (3) Given the product [CH2:10]([N:12]([CH2:15][CH3:16])[CH2:13][CH3:14])[CH3:11].[NH:1]([CH2:6][C:7]([OH:9])=[O:8])[CH2:2][C:3]([OH:5])=[O:4], predict the reactants needed to synthesize it. The reactants are: [NH:1]([CH2:6][C:7]([OH:9])=[O:8])[CH2:2][C:3]([OH:5])=[O:4].[CH2:10]([N:12]([CH2:15][CH3:16])[CH2:13][CH3:14])[CH3:11]. (4) Given the product [CH:20]1([CH2:19][N:6]2[C:5](=[O:23])[C:4]([CH2:1][OH:2])=[CH:9][C:8]([C:10]3[CH:11]=[CH:12][C:13]4[O:17][CH2:16][CH2:15][C:14]=4[CH:18]=3)=[N:7]2)[CH2:22][CH2:21]1, predict the reactants needed to synthesize it. The reactants are: [C:1]([C:4]1[C:5](=[O:23])[N:6]([CH2:19][CH:20]2[CH2:22][CH2:21]2)[N:7]=[C:8]([C:10]2[CH:11]=[CH:12][C:13]3[O:17][CH2:16][CH2:15][C:14]=3[CH:18]=2)[CH:9]=1)(O)=[O:2].C(N(CC)CC)C.C(=O)([O-])OCCCl.[BH4-].[Na+].Cl. (5) Given the product [CH2:5]([OH:4])[C@@H:6]1[O:11][C@H:10]([O:12][C@:13]2([CH2:22][Cl:23])[O:17][C@H:16]([CH2:18][Cl:19])[C@@H:15]([OH:20])[C@@H:14]2[OH:21])[C@@H:9]([OH:24])[C@@H:8]([OH:25])[C@H:7]1[Cl:26], predict the reactants needed to synthesize it. The reactants are: CC([O:4][CH2:5][C@H:6]1[O:11][C@H:10]([O:12][C@:13]2([CH2:22][Cl:23])[O:17][C@H:16]([CH2:18][Cl:19])[C@@H:15]([OH:20])[C@@H:14]2[OH:21])[C@H:9]([OH:24])[C@@H:8]([OH:25])[C@H:7]1[Cl:26])=O.C[O-].[Na+]. (6) Given the product [CH2:7]([O:9][C:10]1[CH:15]=[CH:14][C:13]([C:16]2[Se:20][C:19]([CH:21]=[CH2:1])=[CH:18][CH:17]=2)=[C:12]([F:23])[C:11]=1[F:24])[CH3:8], predict the reactants needed to synthesize it. The reactants are: [CH3:1]C(C)([O-])C.[K+].[CH2:7]([O:9][C:10]1[CH:15]=[CH:14][C:13]([C:16]2[Se:20][C:19]([CH:21]=O)=[CH:18][CH:17]=2)=[C:12]([F:23])[C:11]=1[F:24])[CH3:8].